Dataset: Merck oncology drug combination screen with 23,052 pairs across 39 cell lines. Task: Regression. Given two drug SMILES strings and cell line genomic features, predict the synergy score measuring deviation from expected non-interaction effect. (1) Drug 1: NC(=O)c1cccc2cn(-c3ccc(C4CCCNC4)cc3)nc12. Drug 2: COC1CC2CCC(C)C(O)(O2)C(=O)C(=O)N2CCCCC2C(=O)OC(C(C)CC2CCC(OP(C)(C)=O)C(OC)C2)CC(=O)C(C)C=C(C)C(O)C(OC)C(=O)C(C)CC(C)C=CC=CC=C1C. Cell line: SKMES1. Synergy scores: synergy=20.6. (2) Drug 1: CN1C(=O)C=CC2(C)C3CCC4(C)C(NC(=O)OCC(F)(F)F)CCC4C3CCC12. Drug 2: CCC1=CC2CN(C1)Cc1c([nH]c3ccccc13)C(C(=O)OC)(c1cc3c(cc1OC)N(C)C1C(O)(C(=O)OC)C(OC(C)=O)C4(CC)C=CCN5CCC31C54)C2. Cell line: RPMI7951. Synergy scores: synergy=-15.3. (3) Drug 1: C=CCn1c(=O)c2cnc(Nc3ccc(N4CCN(C)CC4)cc3)nc2n1-c1cccc(C(C)(C)O)n1. Drug 2: Cn1cc(-c2cnn3c(N)c(Br)c(C4CCCNC4)nc23)cn1. Cell line: SW620. Synergy scores: synergy=18.7. (4) Drug 1: CC1(c2nc3c(C(N)=O)cccc3[nH]2)CCCN1. Synergy scores: synergy=-22.1. Cell line: NCIH23. Drug 2: NC1CCCCC1N.O=C(O)C(=O)O.[Pt+2]. (5) Drug 1: CCC1(O)CC2CN(CCc3c([nH]c4ccccc34)C(C(=O)OC)(c3cc4c(cc3OC)N(C)C3C(O)(C(=O)OC)C(OC(C)=O)C5(CC)C=CCN6CCC43C65)C2)C1. Drug 2: COC1=C2CC(C)CC(OC)C(O)C(C)C=C(C)C(OC(N)=O)C(OC)C=CC=C(C)C(=O)NC(=CC1=O)C2=O. Cell line: UWB1289. Synergy scores: synergy=-32.1. (6) Drug 1: CN(C)C(=N)N=C(N)N. Drug 2: C#Cc1cccc(Nc2ncnc3cc(OCCOC)c(OCCOC)cc23)c1. Cell line: SKMES1. Synergy scores: synergy=5.51. (7) Drug 1: NC(=O)c1cccc2cn(-c3ccc(C4CCCNC4)cc3)nc12. Drug 2: COC1CC2CCC(C)C(O)(O2)C(=O)C(=O)N2CCCCC2C(=O)OC(C(C)CC2CCC(OP(C)(C)=O)C(OC)C2)CC(=O)C(C)C=C(C)C(O)C(OC)C(=O)C(C)CC(C)C=CC=CC=C1C. Cell line: HCT116. Synergy scores: synergy=2.39. (8) Drug 1: COC12C(COC(N)=O)C3=C(C(=O)C(C)=C(N)C3=O)N1CC1NC12. Drug 2: Cn1cc(-c2cnn3c(N)c(Br)c(C4CCCNC4)nc23)cn1. Cell line: A2780. Synergy scores: synergy=18.6. (9) Drug 1: CCc1c2c(nc3ccc(O)cc13)-c1cc3c(c(=O)n1C2)COC(=O)C3(O)CC. Drug 2: CNC(=O)c1cc(Oc2ccc(NC(=O)Nc3ccc(Cl)c(C(F)(F)F)c3)cc2)ccn1. Cell line: SW837. Synergy scores: synergy=1.56. (10) Drug 1: NC(=O)c1cccc2cn(-c3ccc(C4CCCNC4)cc3)nc12. Drug 2: CC(C)CC(NC(=O)C(Cc1ccccc1)NC(=O)c1cnccn1)B(O)O. Cell line: NCIH520. Synergy scores: synergy=-32.4.